Predict which catalyst facilitates the given reaction. From a dataset of Catalyst prediction with 721,799 reactions and 888 catalyst types from USPTO. (1) The catalyst class is: 4. Product: [NH2:5][C:6]1[N:7]=[C:8]([C:17]2[CH:22]=[C:21]([OH:23])[C:20]([Cl:31])=[CH:19][C:18]=2[Cl:32])[C:9]2[CH:14]=[C:13]([C:15]#[N:16])[S:12][C:10]=2[N:11]=1. Reactant: B(Cl)(Cl)Cl.[NH2:5][C:6]1[N:7]=[C:8]([C:17]2[CH:22]=[C:21]([O:23]CC3C=CC=CC=3)[C:20]([Cl:31])=[CH:19][C:18]=2[Cl:32])[C:9]2[CH:14]=[C:13]([C:15]#[N:16])[S:12][C:10]=2[N:11]=1.C(=O)=O.CC(C)=O.CO. (2) Reactant: Cl[C:2]1[C:11]2[C:6](=[CH:7][CH:8]=[CH:9][CH:10]=2)[N:5]=[C:4]([C:12]([F:21])([F:20])[C:13]2[CH:18]=[CH:17][C:16]([F:19])=[CH:15][N:14]=2)[N:3]=1.CCN(C(C)C)C(C)C.[NH:31]1[CH:35]=[CH:34][C:33]([NH2:36])=[N:32]1.CC(O)=O. Product: [F:20][C:12]([F:21])([C:13]1[CH:18]=[CH:17][C:16]([F:19])=[CH:15][N:14]=1)[C:4]1[N:3]=[C:2]([NH:36][C:33]2[CH:34]=[CH:35][NH:31][N:32]=2)[C:11]2[C:6](=[CH:7][CH:8]=[CH:9][CH:10]=2)[N:5]=1. The catalyst class is: 3. (3) Reactant: [Br:1][CH:2]([CH3:16])[C:3]([C:5]1[C:14]2[C:9](=[CH:10][CH:11]=[CH:12][CH:13]=2)[C:8]([F:15])=[CH:7][CH:6]=1)=O.[NH:17]1[CH2:21][CH2:20][NH:19][C:18]1=[S:22].CCO. Product: [BrH:1].[F:15][C:8]1[C:9]2[C:14](=[CH:13][CH:12]=[CH:11][CH:10]=2)[C:5]([C:3]2[N:19]3[CH2:20][CH2:21][N:17]=[C:18]3[S:22][C:2]=2[CH3:16])=[CH:6][CH:7]=1. The catalyst class is: 52. (4) Reactant: [N:1]([C:4]1[CH:11]=[CH:10][C:7]([C:8]#[N:9])=[C:6]([C:12]([F:15])([F:14])[F:13])[CH:5]=1)=[C:2]=[S:3].[C:16]([C:18]1([NH:22][C:23]2[CH:31]=[CH:30][C:26]([C:27](O)=[O:28])=[CH:25][CH:24]=2)[CH2:21][CH2:20][CH2:19]1)#N.[CH3:32][OH:33].Cl.CN(C=[O:39])C. Product: [CH3:32][O:33][C:27](=[O:28])[C:26]1[CH:30]=[CH:31][C:23]([N:22]2[C:2](=[S:3])[N:1]([C:4]3[CH:11]=[CH:10][C:7]([C:8]#[N:9])=[C:6]([C:12]([F:13])([F:15])[F:14])[CH:5]=3)[C:16](=[O:39])[C:18]32[CH2:21][CH2:20][CH2:19]3)=[CH:24][CH:25]=1. The catalyst class is: 6. (5) Reactant: C[Si]([Br:5])(C)C.[CH3:6][O:7][CH2:8][CH2:9][CH2:10][C:11]1[C:20]2[C:15](=[CH:16][CH:17]=[C:18]([CH2:21]O)[CH:19]=2)[O:14][C:13]([CH3:24])([CH3:23])[CH:12]=1. Product: [Br:5][CH2:21][C:18]1[CH:19]=[C:20]2[C:15](=[CH:16][CH:17]=1)[O:14][C:13]([CH3:24])([CH3:23])[CH:12]=[C:11]2[CH2:10][CH2:9][CH2:8][O:7][CH3:6]. The catalyst class is: 22. (6) Reactant: [CH2:1]([O:3][C:4]([C:6]1[C:11]([Cl:12])=[C:10]([CH3:13])[C:9](=[O:14])[N:8]([CH3:15])[C:7]=1[C:16]#[C:17][Si](C)(C)C)=[O:5])[CH3:2].[OH:22]S(O)(=O)=O.CC(C)=O. Product: [CH2:1]([O:3][C:4]([C:6]1[C:11]([Cl:12])=[C:10]([CH3:13])[C:9](=[O:14])[N:8]([CH3:15])[C:7]=1[C:16](=[O:22])[CH3:17])=[O:5])[CH3:2]. The catalyst class is: 6.